Dataset: Forward reaction prediction with 1.9M reactions from USPTO patents (1976-2016). Task: Predict the product of the given reaction. The product is: [N:1]1[CH:6]=[CH:5][CH:4]=[N:3][C:2]=1[O:7][CH2:8][C:9]([OH:11])=[O:10]. Given the reactants [N:1]1[CH:6]=[CH:5][CH:4]=[N:3][C:2]=1[O:7][CH2:8][C:9]([O:11]CC)=[O:10].[OH-].[Na+], predict the reaction product.